This data is from Reaction yield outcomes from USPTO patents with 853,638 reactions. The task is: Predict the reaction yield, written as a fraction of the theoretical maximum amount of product (1.0 means a 100% yield; for example, 0.34 means a 34% yield). The reactants are C1([N:7]2[CH:11]=[C:10]([C:12]3[CH:17]=[CH:16][N:15]=[CH:14][CH:13]=3)[C:9]([C:18]3[CH:19]=[C:20]([NH2:24])[CH:21]=[CH:22][CH:23]=3)=[N:8]2)C=CC=CC=1.[Cl:25][C:26]1[CH:31]=[CH:30][C:29]([N:32]=[C:33]=[O:34])=[CH:28][C:27]=1[C:35]([F:38])([F:37])[F:36]. The catalyst is ClCCl. The product is [Cl:25][C:26]1[CH:31]=[CH:30][C:29]([NH:32][C:33]([NH:24][C:20]2[CH:21]=[CH:22][CH:23]=[C:18]([C:9]3[N:8]([C:18]4[CH:19]=[CH:20][CH:21]=[CH:22][CH:23]=4)[N:7]=[CH:11][C:10]=3[C:12]3[CH:13]=[CH:14][N:15]=[CH:16][CH:17]=3)[CH:19]=2)=[O:34])=[CH:28][C:27]=1[C:35]([F:36])([F:37])[F:38]. The yield is 0.780.